Dataset: Reaction yield outcomes from USPTO patents with 853,638 reactions. Task: Predict the reaction yield, written as a fraction of the theoretical maximum amount of product (1.0 means a 100% yield; for example, 0.34 means a 34% yield). (1) The reactants are [H-].[Na+].CO[C:5](=[O:16])[CH2:6][CH2:7][C:8]1[CH:9]=[N:10][C:11]([O:14][CH3:15])=[CH:12][CH:13]=1.[CH:17](OC)=O.[NH2:21][C:22]([NH2:24])=[S:23]. The catalyst is COCCOC. The product is [CH3:15][O:14][C:11]1[N:10]=[CH:9][C:8]([CH2:7][C:6]2[C:5](=[O:16])[NH:21][C:22](=[S:23])[NH:24][CH:17]=2)=[CH:13][CH:12]=1. The yield is 0.498. (2) The reactants are [OH:1][C:2]1[CH:9]=[C:8]([OH:10])[CH:7]=[CH:6][C:3]=1[CH:4]=O.[F:11][C:12]([F:21])([F:20])/[CH:13]=[CH:14]/[C:15]([O:17][CH2:18][CH3:19])=[O:16].C([O-])([O-])=O.[K+].[K+]. The catalyst is CN(C=O)C.Cl. The product is [OH:10][C:8]1[CH:9]=[C:2]2[C:3]([CH:4]=[C:14]([C:15]([O:17][CH2:18][CH3:19])=[O:16])[CH:13]([C:12]([F:11])([F:21])[F:20])[O:1]2)=[CH:6][CH:7]=1. The yield is 0.316.